Dataset: Catalyst prediction with 721,799 reactions and 888 catalyst types from USPTO. Task: Predict which catalyst facilitates the given reaction. (1) Reactant: [CH3:1][O:2][C:3]([C@H:5]1[C@H:14]([C:15]([OH:17])=[O:16])[CH2:13][CH2:12][C:7]2([O:11][CH2:10][CH2:9][O:8]2)[CH2:6]1)=[O:4].C([O-])([O-])=O.[K+].[K+].Br[CH2:25][C:26]1[CH:31]=[CH:30][CH:29]=[CH:28][CH:27]=1. Product: [O:8]1[C:7]2([CH2:12][CH2:13][C@@H:14]([C:15]([O:17][CH2:25][C:26]3[CH:31]=[CH:30][CH:29]=[CH:28][CH:27]=3)=[O:16])[C@H:5]([C:3]([O:2][CH3:1])=[O:4])[CH2:6]2)[O:11][CH2:10][CH2:9]1. The catalyst class is: 3. (2) Reactant: O1CCCCC1[O:7][NH:8][C:9](/[CH:11]=[CH:12]/[C:13]1[CH:14]=[C:15](/[CH:19]=[CH:20]/[C:21]([OH:23])=O)[CH:16]=[CH:17][CH:18]=1)=[O:10].C(Cl)CCl.C1C=CC2N(O)N=NC=2C=1.[C:38]1([N:44]2[CH2:49][CH2:48][NH:47][CH2:46][CH2:45]2)[CH:43]=[CH:42][CH:41]=[CH:40][CH:39]=1. Product: [OH:7][NH:8][C:9](=[O:10])/[CH:11]=[CH:12]/[C:13]1[CH:18]=[CH:17][CH:16]=[C:15](/[CH:19]=[CH:20]/[C:21](=[O:23])[N:47]2[CH2:48][CH2:49][N:44]([C:38]3[CH:43]=[CH:42][CH:41]=[CH:40][CH:39]=3)[CH2:45][CH2:46]2)[CH:14]=1. The catalyst class is: 2. (3) Reactant: C([O:3][C:4]([C:6]1[CH:10]=[C:9]([C:11]2[O:12][CH:13]=[CH:14][CH:15]=2)[O:8][N:7]=1)=[O:5])C.[OH-].[Li+]. Product: [O:12]1[CH:13]=[CH:14][CH:15]=[C:11]1[C:9]1[O:8][N:7]=[C:6]([C:4]([OH:5])=[O:3])[CH:10]=1. The catalyst class is: 36.